From a dataset of Full USPTO retrosynthesis dataset with 1.9M reactions from patents (1976-2016). Predict the reactants needed to synthesize the given product. Given the product [C:1]([O:4][CH2:5][CH2:6][O:7][C:8]1[CH:13]=[CH:12][C:11]([NH2:14])=[CH:10][C:9]=1[O:17][CH3:18])(=[O:3])[CH3:2], predict the reactants needed to synthesize it. The reactants are: [C:1]([O:4][CH2:5][CH2:6][O:7][C:8]1[CH:13]=[CH:12][C:11]([N+:14]([O-])=O)=[CH:10][C:9]=1[O:17][CH3:18])(=[O:3])[CH3:2].